From a dataset of Reaction yield outcomes from USPTO patents with 853,638 reactions. Predict the reaction yield, written as a fraction of the theoretical maximum amount of product (1.0 means a 100% yield; for example, 0.34 means a 34% yield). (1) The reactants are Cl[C:2]1[N:7]=[CH:6][CH:5]=[C:4]([C:8]#[N:9])[N:3]=1.Cl.[C:11]([O:15][C:16](=[O:20])[CH2:17][NH:18][CH3:19])([CH3:14])([CH3:13])[CH3:12].C(N(CC)CC)C.CN(C=O)C. The catalyst is O.C(OCC)(=O)C. The product is [CH3:19][N:18]([CH2:17][C:16]([O:15][C:11]([CH3:14])([CH3:13])[CH3:12])=[O:20])[C:2]1[N:7]=[CH:6][CH:5]=[C:4]([C:8]#[N:9])[N:3]=1. The yield is 0.770. (2) The reactants are C1COCC1.[NH2:6][C:7]1[C:12]2=[C:13]([C:19]3[CH:24]=[CH:23][C:22]([NH:25][C:26]([NH:28][C:29]4[CH:34]=[C:33]([C:35]([F:38])([F:37])[F:36])[CH:32]=[CH:31][C:30]=4[F:39])=[O:27])=[C:21]([F:40])[CH:20]=3)[C:14]([CH2:16][O:17][CH3:18])=[CH:15][N:11]2[N:10]=[CH:9][N:8]=1.[Br:41]N1C(C)(C)C(=O)N(Br)C1=O.[O-]S([O-])=O.[Na+].[Na+]. The catalyst is CCOC(C)=O. The product is [NH2:6][C:7]1[C:12]2=[C:13]([C:19]3[CH:24]=[CH:23][C:22]([NH:25][C:26]([NH:28][C:29]4[CH:34]=[C:33]([C:35]([F:36])([F:37])[F:38])[CH:32]=[CH:31][C:30]=4[F:39])=[O:27])=[C:21]([F:40])[CH:20]=3)[C:14]([CH2:16][O:17][CH3:18])=[C:15]([Br:41])[N:11]2[N:10]=[CH:9][N:8]=1. The yield is 1.07. (3) The reactants are C([CH:3]([CH2:7][C:8](Cl)=[O:9])[C:4](Cl)=[O:5])C.[CH2:11]([O:13][C:14](=[O:26])[C:15]1[CH:20]=[C:19]([O:21][CH3:22])[C:18]([O:23][CH3:24])=[CH:17][C:16]=1[NH2:25])[CH3:12].N1[CH:32]=[CH:31]C=CC=1.[OH2:33]. The catalyst is C1(C)C=CC=CC=1.ClCCl. The product is [CH2:11]([O:13][C:14](=[O:26])[C:15]1[CH:20]=[C:19]([O:21][CH3:22])[C:18]([O:23][CH3:24])=[CH:17][C:16]=1[NH:25][C:8](=[O:9])[CH2:7][CH2:3][C:4]([O:5][CH2:31][CH3:32])=[O:33])[CH3:12]. The yield is 0.700. (4) The reactants are Cl.C(O[CH2:6][CH2:7][C@@H:8]([C:10]([OH:12])=O)[NH2:9])(=O)C.[C:13](=[O:16])([O-])O.[Na+].ClC(O[CH2:22][C:23]1[CH:28]=[CH:27][CH:26]=[CH:25][CH:24]=1)=O.C(=O)([O-])[O-].[Na+].[Na+].C(N(CC)CC)C.C(Cl)(=O)C(C)(C)C.[NH2:49][C:50]1[CH:57]=[CH:56][C:53]([C:54]#[N:55])=[CH:52][CH:51]=1.Cl.S(Cl)(C)(=O)=O.[OH-:64].[Na+]. The catalyst is O. The product is [CH2:22]([O:64][C:13]([C:8]1([NH2:9])[CH2:7][CH2:6][N:49]([C:50]2[CH:57]=[CH:56][C:53]([C:54]#[N:55])=[CH:52][CH:51]=2)[C:10]1=[O:12])=[O:16])[C:23]1[CH:28]=[CH:27][CH:26]=[CH:25][CH:24]=1. The yield is 0.440.